Dataset: Reaction yield outcomes from USPTO patents with 853,638 reactions. Task: Predict the reaction yield, written as a fraction of the theoretical maximum amount of product (1.0 means a 100% yield; for example, 0.34 means a 34% yield). (1) The reactants are Cl[CH2:2][C:3]1[N:4]=[C:5]([C:8]2[CH:13]=[CH:12][C:11]([O:14][CH3:15])=[CH:10][CH:9]=2)[O:6][CH:7]=1.[NH:16]1[CH:20]=[CH:19][N:18]=[CH:17]1.[I-].[K+].[OH-].[Na+]. The catalyst is CC(O)(CC)C. The product is [CH3:15][O:14][C:11]1[CH:12]=[CH:13][C:8]([C:5]2[O:6][CH:7]=[C:3]([CH2:2][N:16]3[CH:20]=[CH:19][N:18]=[CH:17]3)[N:4]=2)=[CH:9][CH:10]=1. The yield is 0.980. (2) The reactants are C([O:3][C:4](=[O:21])[CH:5]([C:7]1[CH:20]=[CH:19][C:10]2[N:11]=[C:12]([NH:14][S:15]([CH3:18])(=[O:17])=[O:16])[S:13][C:9]=2[CH:8]=1)[CH3:6])C.[OH-].[Na+].C(O)(=O)C. The catalyst is C1COCC1.O. The product is [CH3:18][S:15]([NH:14][C:12]1[S:13][C:9]2[CH:8]=[C:7]([CH:5]([CH3:6])[C:4]([OH:21])=[O:3])[CH:20]=[CH:19][C:10]=2[N:11]=1)(=[O:16])=[O:17]. The yield is 1.00.